This data is from Forward reaction prediction with 1.9M reactions from USPTO patents (1976-2016). The task is: Predict the product of the given reaction. (1) Given the reactants [CH3:1][C:2]1[N:3]=[CH:4][N:5]([C:7]2[CH:8]=C([CH:12]=[C:13]([C:15]([F:18])([F:17])[F:16])[CH:14]=2)C#N)[CH:6]=1.[OH-:19].[Na+].[O:21]1[CH2:26][CH2:25]OCC1, predict the reaction product. The product is: [CH3:1][C:2]1[N:3]=[CH:4][N:5]([C:7]2[CH:8]=[C:25]([CH:12]=[C:13]([C:15]([F:18])([F:17])[F:16])[CH:14]=2)[C:26]([OH:21])=[O:19])[CH:6]=1. (2) Given the reactants [Cl:1][C:2]1[CH:3]=[C:4]([CH2:23][C:24]#N)[CH:5]=[CH:6][C:7]=1[CH:8]([CH3:22])[C:9]([C:15]1[CH:20]=[CH:19][N:18]=[C:17]([Cl:21])[CH:16]=1)([OH:14])[C:10]([F:13])([F:12])[F:11].[OH2:26].[OH-:27].[Na+], predict the reaction product. The product is: [Cl:1][C:2]1[CH:3]=[C:4]([CH2:23][C:24]([OH:27])=[O:26])[CH:5]=[CH:6][C:7]=1[CH:8]([CH3:22])[C:9]([C:15]1[CH:20]=[CH:19][N:18]=[C:17]([Cl:21])[CH:16]=1)([OH:14])[C:10]([F:13])([F:12])[F:11]. (3) Given the reactants [F:1][C:2]([F:30])([CH2:28][OH:29])[CH2:3][N:4]1[C:8]([C:9]2[CH:14]=[CH:13][C:12]([F:15])=[CH:11][CH:10]=2)=[C:7]([C:16]2[CH:17]=[CH:18][C:19]3[O:24][CH2:23][C:22](=[O:25])[NH:21][C:20]=3[CH:26]=2)[C:6]([CH3:27])=[N:5]1.[C:31](O)(=[O:47])[CH2:32][CH2:33][CH2:34][CH2:35][CH2:36][CH2:37][CH2:38][CH2:39][CH2:40][CH2:41][CH2:42][CH2:43][CH2:44][CH2:45][CH3:46].CCN=C=NCCCN(C)C.C([O-])(O)=O.[Na+], predict the reaction product. The product is: [C:31]([O:29][CH2:28][C:2]([F:1])([F:30])[CH2:3][N:4]1[C:8]([C:9]2[CH:10]=[CH:11][C:12]([F:15])=[CH:13][CH:14]=2)=[C:7]([C:16]2[CH:17]=[CH:18][C:19]3[O:24][CH2:23][C:22](=[O:25])[NH:21][C:20]=3[CH:26]=2)[C:6]([CH3:27])=[N:5]1)(=[O:47])[CH2:32][CH2:33][CH2:34][CH2:35][CH2:36][CH2:37][CH2:38][CH2:39][CH2:40][CH2:41][CH2:42][CH2:43][CH2:44][CH2:45][CH3:46]. (4) Given the reactants [CH:1]1([C:4]2[CH:34]=[CH:33][C:7]([O:8][C:9]3[C:10](=[O:32])[N:11]([C:14]4[CH:19]=[CH:18][C:17]([O:20][CH2:21][CH2:22][O:23]C5CCCCO5)=[C:16]([CH2:30][CH3:31])[CH:15]=4)[CH2:12][CH:13]=3)=[CH:6][CH:5]=2)[CH2:3][CH2:2]1.CS(O)(=O)=O, predict the reaction product. The product is: [CH:1]1([C:4]2[CH:34]=[CH:33][C:7]([O:8][C:9]3[C:10](=[O:32])[N:11]([C:14]4[CH:19]=[CH:18][C:17]([O:20][CH2:21][CH2:22][OH:23])=[C:16]([CH2:30][CH3:31])[CH:15]=4)[CH2:12][CH:13]=3)=[CH:6][CH:5]=2)[CH2:3][CH2:2]1. (5) Given the reactants [Br:1][C:2]1[CH:10]=[CH:9][C:8]2[NH:7][N:6]=[CH:5][C:4]=2[C:3]=1[C:11]([O:13][CH3:14])=[O:12].F[B-](F)(F)F.[CH3:20][O+](C)C, predict the reaction product. The product is: [Br:1][C:2]1[CH:10]=[CH:9][C:8]2[C:4](=[CH:5][N:6]([CH3:20])[N:7]=2)[C:3]=1[C:11]([O:13][CH3:14])=[O:12]. (6) Given the reactants ClS([N:5]=[C:6]=[O:7])(=O)=O.C1COCC1.[CH2:13]([O:20][C:21]1[CH:26]=[CH:25][C:24]([C:27]2[CH:31]=[C:30]([CH2:32][OH:33])[O:29][N:28]=2)=[CH:23][CH:22]=1)[C:14]1[CH:19]=[CH:18][CH:17]=[CH:16][CH:15]=1, predict the reaction product. The product is: [CH2:13]([O:20][C:21]1[CH:26]=[CH:25][C:24]([C:27]2[CH:31]=[C:30]([CH2:32][O:33][C:6](=[O:7])[NH2:5])[O:29][N:28]=2)=[CH:23][CH:22]=1)[C:14]1[CH:19]=[CH:18][CH:17]=[CH:16][CH:15]=1. (7) Given the reactants C[O:2][C:3]([C:5]1[CH:6]=[C:7]2[C:11](=[CH:12][CH:13]=1)[CH2:10][N:9]([C:14](=[O:40])[C:15]1[CH:20]=[C:19]([CH:21]([CH3:23])[CH3:22])[C:18]([O:24][CH2:25][C:26]3[CH:31]=[CH:30][CH:29]=[CH:28][CH:27]=3)=[CH:17][C:16]=1[O:32][CH2:33][C:34]1[CH:39]=[CH:38][CH:37]=[CH:36][CH:35]=1)[CH2:8]2)=[O:4], predict the reaction product. The product is: [CH2:33]([O:32][C:16]1[CH:17]=[C:18]([O:24][CH2:25][C:26]2[CH:31]=[CH:30][CH:29]=[CH:28][CH:27]=2)[C:19]([CH:21]([CH3:23])[CH3:22])=[CH:20][C:15]=1[C:14]([N:9]1[CH2:8][C:7]2[C:11](=[CH:12][CH:13]=[C:5]([C:3]([OH:4])=[O:2])[CH:6]=2)[CH2:10]1)=[O:40])[C:34]1[CH:35]=[CH:36][CH:37]=[CH:38][CH:39]=1. (8) The product is: [F:1][C:2]1[C:3]([CH3:18])=[C:4]([C@:8]2([C:14]([O:16][CH3:17])=[O:15])[CH2:12][CH2:11][C@@H:10]([O:13][C:20]3[CH:28]=[C:27]4[C:23]([CH:24]=[N:25][N:26]4[CH3:29])=[CH:22][CH:21]=3)[CH2:9]2)[CH:5]=[CH:6][CH:7]=1. Given the reactants [F:1][C:2]1[C:3]([CH3:18])=[C:4]([C@:8]2([C:14]([O:16][CH3:17])=[O:15])[CH2:12][CH2:11][C@H:10]([OH:13])[CH2:9]2)[CH:5]=[CH:6][CH:7]=1.O[C:20]1[CH:28]=[C:27]2[C:23]([CH:24]=[N:25][N:26]2[CH3:29])=[CH:22][CH:21]=1.C1(P(C2C=CC=CC=2)C2C=CC=CC=2)C=CC=CC=1.CCOC(C)=O, predict the reaction product.